From a dataset of Forward reaction prediction with 1.9M reactions from USPTO patents (1976-2016). Predict the product of the given reaction. (1) Given the reactants Br[C:2]1[CH:7]=[CH:6][C:5]([F:8])=[CH:4][N:3]=1.[C:9]([O:14][CH2:15][CH3:16])(=[O:13])[C:10]#[C:11][CH3:12].N1CCC[C@H]1C(O)=O.C(=O)([O-])[O-].[Na+].[Na+].[N-:31]=[N+:32]=[N-:33].[Na+], predict the reaction product. The product is: [F:8][C:5]1[CH:6]=[CH:7][C:2]([N:31]2[C:11]([CH3:12])=[C:10]([C:9]([O:14][CH2:15][CH3:16])=[O:13])[N:33]=[N:32]2)=[N:3][CH:4]=1. (2) Given the reactants [C:1]([C:4]1[N:5]([CH2:29][C:30]2[CH:35]=[CH:34][CH:33]=[CH:32][N:31]=2)[C:6]2[C:11]([C:12]=1[C:13]([NH:15][CH2:16][C:17]1[CH:22]=[CH:21][C:20]([F:23])=[C:19]([F:24])[CH:18]=1)=[O:14])=[CH:10][CH:9]=[C:8]([O:25][CH:26]([CH3:28])[CH3:27])[CH:7]=2)(=O)[CH3:2].[CH3:36][O:37][NH2:38].Cl, predict the reaction product. The product is: [F:24][C:19]1[CH:18]=[C:17]([CH:22]=[CH:21][C:20]=1[F:23])[CH2:16][NH:15][C:13]([C:12]1[C:11]2[C:6](=[CH:7][C:8]([O:25][CH:26]([CH3:27])[CH3:28])=[CH:9][CH:10]=2)[N:5]([CH2:29][C:30]2[CH:35]=[CH:34][CH:33]=[CH:32][N:31]=2)[C:4]=1/[C:1](=[N:38]/[O:37][CH3:36])/[CH3:2])=[O:14]. (3) Given the reactants [CH:1]([C:3]1[CH:8]=[CH:7][C:6]([S:9](Cl)(=[O:11])=[O:10])=[CH:5][CH:4]=1)=[O:2].C([O-])(O)=O.[Na+].[CH3:18][N:19]1[CH2:24][CH2:23][NH:22][CH2:21][CH2:20]1, predict the reaction product. The product is: [CH3:18][N:19]1[CH2:24][CH2:23][N:22]([S:9]([C:6]2[CH:7]=[CH:8][C:3]([CH:1]=[O:2])=[CH:4][CH:5]=2)(=[O:11])=[O:10])[CH2:21][CH2:20]1. (4) Given the reactants [Cl-].[Al+3].[Cl-].[Cl-].[H-].[Al+3].[Li+].[H-].[H-].[H-].[Br:11][C:12]1[S:16][C:15]([CH:17]2[S:23][CH2:22][CH2:21][NH:20][C:19](=O)[CH2:18]2)=[CH:14][CH:13]=1, predict the reaction product. The product is: [Br:11][C:12]1[S:16][C:15]([CH:17]2[S:23][CH2:22][CH2:21][NH:20][CH2:19][CH2:18]2)=[CH:14][CH:13]=1. (5) Given the reactants Cl[C:2]1[N:7]=[CH:6][N:5]=[C:4]([NH:8][C:9]2[CH:10]=[C:11]3[C:15](=[CH:16][CH:17]=2)[NH:14][CH:13]=[CH:12]3)[C:3]=1[N+:18]([O-:20])=[O:19].[F:21][C:22]1[CH:27]=[C:26]([C:28]([F:31])([F:30])[F:29])[CH:25]=[CH:24][C:23]=1B(O)O.C(=O)([O-])[O-].[Na+].[Na+].O1CCOCC1, predict the reaction product. The product is: [F:21][C:22]1[CH:27]=[C:26]([C:28]([F:29])([F:30])[F:31])[CH:25]=[CH:24][C:23]=1[C:2]1[N:7]=[CH:6][N:5]=[C:4]([NH:8][C:9]2[CH:10]=[C:11]3[C:15](=[CH:16][CH:17]=2)[NH:14][CH:13]=[CH:12]3)[C:3]=1[N+:18]([O-:20])=[O:19].